Dataset: Catalyst prediction with 721,799 reactions and 888 catalyst types from USPTO. Task: Predict which catalyst facilitates the given reaction. (1) Reactant: [CH3:1][O:2][C:3](=[O:33])[C:4]1[CH:9]=[C:8]([C:10]2[CH:11]=[C:12]3[C:29](=[CH:30][CH:31]=2)[O:28][C:15]2([CH2:20][CH2:19][N:18](C(OC(C)(C)C)=O)[CH2:17][CH2:16]2)[CH2:14][C:13]3=[O:32])[CH:7]=[N:6][CH:5]=1.[ClH:34]. Product: [ClH:34].[ClH:34].[CH3:1][O:2][C:3](=[O:33])[C:4]1[CH:9]=[C:8]([C:10]2[CH:11]=[C:12]3[C:29](=[CH:30][CH:31]=2)[O:28][C:15]2([CH2:16][CH2:17][NH:18][CH2:19][CH2:20]2)[CH2:14][C:13]3=[O:32])[CH:7]=[N:6][CH:5]=1. The catalyst class is: 71. (2) Reactant: [I:1][C:2]1[CH:3]=[CH:4][C:5]2[NH:6][C:7]3[C:12]([C:13]=2[CH:14]=1)=[CH:11][C:10]([I:15])=[CH:9][CH:8]=3.Br[CH2:17][CH2:18][CH2:19][CH2:20][CH2:21][CH2:22][CH2:23][CH2:24][CH2:25][CH2:26][CH2:27][OH:28].C([O-])([O-])=O.[K+].[K+].O. Product: [I:15][C:10]1[CH:9]=[CH:8][C:7]2[N:6]([CH2:17][CH2:18][CH2:19][CH2:20][CH2:21][CH2:22][CH2:23][CH2:24][CH2:25][CH2:26][CH2:27][OH:28])[C:5]3[C:13]([C:12]=2[CH:11]=1)=[CH:14][C:2]([I:1])=[CH:3][CH:4]=3. The catalyst class is: 3. (3) Reactant: Cl[C:2]1[N:7]=[C:6]([O:8][C:9]2[CH:28]=[CH:27][CH:26]=[CH:25][C:10]=2[CH2:11][NH:12][C:13]([NH:15][C:16]2[S:17][C:18]([C:21]([CH3:24])([CH3:23])[CH3:22])=[N:19][N:20]=2)=[O:14])[CH:5]=[CH:4][N:3]=1.[NH:29]1[CH2:34][CH2:33][O:32][CH2:31][CH2:30]1. Product: [O:32]1[CH2:33][CH2:34][N:29]([C:2]2[N:7]=[C:6]([O:8][C:9]3[CH:28]=[CH:27][CH:26]=[CH:25][C:10]=3[CH2:11][NH:12][C:13]([NH:15][C:16]3[S:17][C:18]([C:21]([CH3:23])([CH3:22])[CH3:24])=[N:19][N:20]=3)=[O:14])[CH:5]=[CH:4][N:3]=2)[CH2:30][CH2:31]1. The catalyst class is: 8.